The task is: Predict the reactants needed to synthesize the given product.. This data is from Full USPTO retrosynthesis dataset with 1.9M reactions from patents (1976-2016). (1) Given the product [CH2:1]([O:3][P:4]([CH2:9][C:10]1[CH:11]=[CH:12][C:13]([NH:16][C:17]2[N:22]=[C:21]([NH:23][C:24]3[CH:32]=[CH:31][C:30]([N:50]4[CH2:51][CH2:52][N:47]([CH2:46][C:45]([OH:53])=[O:44])[CH2:48][CH2:49]4)=[C:29]4[C:25]=3[C:26](=[O:35])[N:27]([CH3:34])[CH2:28]4)[C:20]([C:36]([F:38])([F:39])[F:37])=[CH:19][N:18]=2)=[CH:14][CH:15]=1)([O:5][CH2:6][CH3:7])=[O:8])[CH3:2].[F:37][C:36]([F:39])([F:38])[C:100]([OH:103])=[O:101], predict the reactants needed to synthesize it. The reactants are: [CH2:1]([O:3][P:4]([CH2:9][C:10]1[CH:15]=[CH:14][C:13]([NH:16][C:17]2[N:22]=[C:21]([NH:23][C:24]3[CH:32]=[CH:31][C:30](Br)=[C:29]4[C:25]=3[C:26](=[O:35])[N:27]([CH3:34])[CH2:28]4)[C:20]([C:36]([F:39])([F:38])[F:37])=[CH:19][N:18]=2)=[CH:12][CH:11]=1)(=[O:8])[O:5][CH2:6][CH3:7])[CH3:2].C([O:44][C:45](=[O:53])[CH2:46][N:47]1[CH2:52][CH2:51][NH:50][CH2:49][CH2:48]1)(C)(C)C.C1(P(C2C=CC=CC=2)C2C=CC3C(=CC=CC=3)C=2C2C3C(=CC=CC=3)C=CC=2P(C2C=CC=CC=2)C2C=CC=CC=2)C=CC=CC=1.[C:100]([O-:103])([O-])=[O:101].[Cs+].[Cs+]. (2) Given the product [CH3:1][N:2]1[C:6]([C:29]([C:30]2[CH:31]=[N:32][CH:33]=[CH:34][CH:35]=2)=[O:36])=[CH:5][N:4]=[CH:3]1, predict the reactants needed to synthesize it. The reactants are: [CH3:1][N:2]1[CH:6]=[CH:5][N:4]=[CH:3]1.[Li]CCCC.CCCCCC.Cl[Si](CC)(CC)CC.CON(C)[C:29](=[O:36])[C:30]1[CH:35]=[CH:34][CH:33]=[N:32][CH:31]=1.